This data is from Forward reaction prediction with 1.9M reactions from USPTO patents (1976-2016). The task is: Predict the product of the given reaction. (1) Given the reactants Cl[CH2:2][C:3]1[S:7][C:6]2[CH:8]=[C:9]([O:12][C:13]3[S:14][C:15]4[CH:21]=[CH:20][CH:19]=[CH:18][C:16]=4[N:17]=3)[CH:10]=[CH:11][C:5]=2[CH:4]=1.CCN(C(C)C)C(C)C.[NH:31]1[CH2:36][CH2:35][CH2:34][CH2:33][CH2:32]1, predict the reaction product. The product is: [N:31]1([CH2:2][C:3]2[S:7][C:6]3[CH:8]=[C:9]([O:12][C:13]4[S:14][C:15]5[CH:21]=[CH:20][CH:19]=[CH:18][C:16]=5[N:17]=4)[CH:10]=[CH:11][C:5]=3[CH:4]=2)[CH2:36][CH2:35][CH2:34][CH2:33][CH2:32]1. (2) Given the reactants [O:1]=[C:2]([C:6]1[C:7]2[C:8](=[N:20][O:21][C:22]=2[C:23]2[CH:28]=[CH:27][CH:26]=[CH:25][CH:24]=2)[C:9](=[O:19])[N:10]([C:12]2[CH:17]=[CH:16][C:15]([CH3:18])=[CH:14][CH:13]=2)[N:11]=1)C(O)=O.[CH:29]([NH:32][C:33]1[CH:38]=[CH:37][CH:36]=[CH:35][CH:34]=1)([CH3:31])[CH3:30].N1C=CC=CC=1.O=P(Cl)(Cl)Cl, predict the reaction product. The product is: [CH:29]([N:32]([C:33]1[CH:38]=[CH:37][CH:36]=[CH:35][CH:34]=1)[C:2]([C:6]1[C:7]2[C:8](=[N:20][O:21][C:22]=2[C:23]2[CH:28]=[CH:27][CH:26]=[CH:25][CH:24]=2)[C:9](=[O:19])[N:10]([C:12]2[CH:13]=[CH:14][C:15]([CH3:18])=[CH:16][CH:17]=2)[N:11]=1)=[O:1])([CH3:31])[CH3:30]. (3) Given the reactants [H-].[Na+].[Cl:3][CH2:4][C:5]1([CH3:11])[O:9][C:8](=[O:10])[NH:7][CH2:6]1.[CH3:12][O:13][C:14]1[CH:21]=[CH:20][C:17]([CH2:18]Cl)=[CH:16][CH:15]=1, predict the reaction product. The product is: [Cl:3][CH2:4][C:5]1([CH3:11])[O:9][C:8](=[O:10])[N:7]([CH2:18][C:17]2[CH:20]=[CH:21][C:14]([O:13][CH3:12])=[CH:15][CH:16]=2)[CH2:6]1. (4) The product is: [ClH:1].[CH3:29][S:30]([CH2:33][CH2:34][C:35]1[CH:36]=[C:37]([NH:41][C:2]2[N:7]=[C:6]([N:8]([CH3:28])[C:9]3[CH:27]=[CH:26][C:12]4[N:13]([CH3:25])[C:14]([NH:16][CH:17]([C:19]5[CH:20]=[CH:21][CH:22]=[CH:23][CH:24]=5)[CH3:18])=[N:15][C:11]=4[CH:10]=3)[CH:5]=[CH:4][N:3]=2)[CH:38]=[CH:39][CH:40]=1)(=[O:31])=[O:32]. Given the reactants [Cl:1][C:2]1[N:7]=[C:6]([N:8]([CH3:28])[C:9]2[CH:27]=[CH:26][C:12]3[N:13]([CH3:25])[C:14]([NH:16][CH:17]([C:19]4[CH:24]=[CH:23][CH:22]=[CH:21][CH:20]=4)[CH3:18])=[N:15][C:11]=3[CH:10]=2)[CH:5]=[CH:4][N:3]=1.[CH3:29][S:30]([CH2:33][CH2:34][C:35]1[CH:36]=[C:37]([NH2:41])[CH:38]=[CH:39][CH:40]=1)(=[O:32])=[O:31], predict the reaction product. (5) Given the reactants [Br:1][C:2]1[CH:14]=[CH:13][C:12]2[C:11]3[C:6](=[CH:7][C:8]([Br:15])=[CH:9][CH:10]=3)[CH2:5][C:4]=2[CH:3]=1.[OH-].[Na+].[CH2:18](Br)[CH2:19][CH2:20][CH2:21][CH2:22][CH2:23][CH2:24][CH3:25], predict the reaction product. The product is: [Br:1][C:2]1[CH:14]=[CH:13][C:12]2[C:11]3[C:6](=[CH:7][C:8]([Br:15])=[CH:9][CH:10]=3)[C:5]([CH2:13][CH2:14][CH2:2][CH2:3][CH2:4][CH2:12][CH2:11][CH3:10])([CH2:18][CH2:19][CH2:20][CH2:21][CH2:22][CH2:23][CH2:24][CH3:25])[C:4]=2[CH:3]=1. (6) The product is: [C:59]([O:58][C:56](=[O:57])[C@@H:50]([NH:49][C:9](=[O:8])[CH2:10][CH2:11][CH:12]([C:13]([O:15][C:16]([CH3:19])([CH3:18])[CH3:17])=[O:14])[NH:20][C:21](=[O:47])[CH2:22][CH2:23][CH2:24][CH2:25][CH2:26][CH2:27][CH2:28][CH2:29][CH2:30][CH2:31][CH2:32][CH2:33][CH2:34][CH2:35][CH2:36][CH2:37][CH2:38][CH2:39][C:40]([O:42][C:43]([CH3:44])([CH3:45])[CH3:46])=[O:41])[CH2:51][CH2:52][C:53]([OH:54])=[O:55])([CH3:62])([CH3:61])[CH3:60]. Given the reactants O=C1CCC(=O)N1[O:8][C:9](=O)[CH2:10][CH2:11][C@H:12]([NH:20][C:21](=[O:47])[CH2:22][CH2:23][CH2:24][CH2:25][CH2:26][CH2:27][CH2:28][CH2:29][CH2:30][CH2:31][CH2:32][CH2:33][CH2:34][CH2:35][CH2:36][CH2:37][CH2:38][CH2:39][C:40]([O:42][C:43]([CH3:46])([CH3:45])[CH3:44])=[O:41])[C:13]([O:15][C:16]([CH3:19])([CH3:18])[CH3:17])=[O:14].[NH2:49][C@H:50]([C:56]([O:58][C:59]([CH3:62])([CH3:61])[CH3:60])=[O:57])[CH2:51][CH2:52][C:53](=[O:55])[OH:54].CCN(C(C)C)C(C)C, predict the reaction product.